From a dataset of Reaction yield outcomes from USPTO patents with 853,638 reactions. Predict the reaction yield, written as a fraction of the theoretical maximum amount of product (1.0 means a 100% yield; for example, 0.34 means a 34% yield). (1) The reactants are [NH2:1][C:2]1[CH:7]=[CH:6][CH:5]=[CH:4][CH:3]=1.[N:8]([O-])=O.[Na+].C([O-])(=O)C.[Na+].[C:17]([CH2:20][C:21](=[O:23])[CH3:22])(=[O:19])[CH3:18]. The catalyst is C(O)(=O)C.Cl.O.C(O)C. The product is [C:2]1([NH:1][N:8]=[C:20]([C:21](=[O:23])[CH3:22])[C:17](=[O:19])[CH3:18])[CH:7]=[CH:6][CH:5]=[CH:4][CH:3]=1. The yield is 0.670. (2) The reactants are P(Br)(Br)([Br:3])=O.[CH2:6]([C:8]1[CH:17]=[C:16]2[C:11]([C:12](O)=[CH:13][N:14]=[N:15]2)=[CH:10][C:9]=1[O:19][CH3:20])[CH3:7].O.C(=O)([O-])[O-].[Na+].[Na+]. The catalyst is C(#N)C. The product is [Br:3][C:12]1[C:11]2[C:16](=[CH:17][C:8]([CH2:6][CH3:7])=[C:9]([O:19][CH3:20])[CH:10]=2)[N:15]=[N:14][CH:13]=1. The yield is 0.380. (3) The product is [CH2:42]([N:46]([CH2:50][CH2:51][CH2:52][CH3:53])[CH2:47][CH2:48][NH:49][C:34]([NH:20][C:19]1[CH:21]=[CH:22][C:16]([O:15][C:6]2[C:5]3[C:10](=[CH:11][C:12]([O:13][CH3:14])=[C:3]([O:2][CH3:1])[CH:4]=3)[N:9]=[CH:8][CH:7]=2)=[CH:17][CH:18]=1)=[O:40])[CH2:43][CH2:44][CH3:45]. The catalyst is C(Cl)(Cl)Cl.O. The yield is 0.430. The reactants are [CH3:1][O:2][C:3]1[CH:4]=[C:5]2[C:10](=[CH:11][C:12]=1[O:13][CH3:14])[N:9]=[CH:8][CH:7]=[C:6]2[O:15][C:16]1[CH:22]=[CH:21][C:19]([NH2:20])=[CH:18][CH:17]=1.C(N(CC)CC)C.ClC(Cl)(O[C:34](=[O:40])OC(Cl)(Cl)Cl)Cl.[CH2:42]([N:46]([CH2:50][CH2:51][CH2:52][CH3:53])[CH2:47][CH2:48][NH2:49])[CH2:43][CH2:44][CH3:45]. (4) The reactants are [CH3:1][C:2]1[C:3]2[N:4]([N:9]=[C:10]([C:12](OC)=[O:13])[CH:11]=2)[C:5]([CH3:8])=[CH:6][N:7]=1.[H-].C([Al+]CC(C)C)C(C)C.[Cl-].[NH4+].C(=O)(O)[O-].[Na+]. The catalyst is C(Cl)Cl. The product is [CH3:1][C:2]1[C:3]2[N:4]([N:9]=[C:10]([CH2:12][OH:13])[CH:11]=2)[C:5]([CH3:8])=[CH:6][N:7]=1. The yield is 0.770. (5) The reactants are [Li+].C[Si]([N-:6][Si](C)(C)C)(C)C.[Br:11][C:12]1[CH:21]=[C:20]2[C:15]([CH:16]=[CH:17]C(NC)=[N:19]2)=[CH:14][CH:13]=1.O([C:32]([O:34][C:35]([CH3:38])([CH3:37])[CH3:36])=[O:33])[C:32]([O:34][C:35]([CH3:38])([CH3:37])[CH3:36])=[O:33].C(O[CH2:43][CH3:44])(=O)C. The catalyst is C1COCC1. The product is [Br:11][C:12]1[CH:21]=[C:20]2[C:15]([CH:16]=[CH:17][C:44]([CH2:43][NH:6][C:32](=[O:33])[O:34][C:35]([CH3:36])([CH3:37])[CH3:38])=[N:19]2)=[CH:14][CH:13]=1. The yield is 0.920. (6) The reactants are [Cl:1][C:2]1[CH:7]=[CH:6][C:5]([C:8]2([CH2:14][C:15]#[N:16])[CH2:13][CH2:12][NH:11][CH2:10][CH2:9]2)=[CH:4][CH:3]=1.Br[C:18]1[C:19]2[N:20]([N:24]=[C:25]([NH:27][C:28]3[CH:44]=[CH:43][C:31]([C:32]([N:34]([CH3:42])[CH:35]4[CH2:40][CH2:39][N:38]([CH3:41])[CH2:37][CH2:36]4)=[O:33])=[CH:30][CH:29]=3)[N:26]=2)[CH:21]=[CH:22][CH:23]=1. No catalyst specified. The product is [Cl:1][C:2]1[CH:7]=[CH:6][C:5]([C:8]2([CH2:14][C:15]#[N:16])[CH2:13][CH2:12][N:11]([C:18]3[C:19]4[N:20]([N:24]=[C:25]([NH:27][C:28]5[CH:44]=[CH:43][C:31]([C:32]([N:34]([CH3:42])[CH:35]6[CH2:36][CH2:37][N:38]([CH3:41])[CH2:39][CH2:40]6)=[O:33])=[CH:30][CH:29]=5)[N:26]=4)[CH:21]=[CH:22][CH:23]=3)[CH2:10][CH2:9]2)=[CH:4][CH:3]=1. The yield is 0.610.